This data is from Peptide-MHC class I binding affinity with 185,985 pairs from IEDB/IMGT. The task is: Regression. Given a peptide amino acid sequence and an MHC pseudo amino acid sequence, predict their binding affinity value. This is MHC class I binding data. (1) The peptide sequence is GRRATAILR. The MHC is HLA-B44:02 with pseudo-sequence HLA-B44:02. The binding affinity (normalized) is 0.0847. (2) The MHC is HLA-A02:01 with pseudo-sequence HLA-A02:01. The binding affinity (normalized) is 0.178. The peptide sequence is KIKQTGINNV.